Dataset: Forward reaction prediction with 1.9M reactions from USPTO patents (1976-2016). Task: Predict the product of the given reaction. Given the reactants [Cl:1][C:2]1[CH:7]=[C:6]([Cl:8])[CH:5]=[CH:4][C:3]=1[CH2:9][O:10][C@@H:11]1[C@@:17]([CH3:29])([CH2:18][O:19][CH2:20][C:21]2[CH:26]=[CH:25][C:24]([Cl:27])=[CH:23][C:22]=2[Cl:28])[O:16][C@H:13]([O:14][CH3:15])[C@@H:12]1[OH:30].[CH3:31]C(OI1(OC(C)=O)(OC(C)=O)OC(=O)C2C=CC=CC1=2)=O, predict the reaction product. The product is: [Cl:1][C:2]1[CH:7]=[C:6]([Cl:8])[CH:5]=[CH:4][C:3]=1[CH2:9][O:10][C@@H:11]1[C@@:17]([CH3:29])([CH2:18][O:19][CH2:20][C:21]2[CH:26]=[CH:25][C:24]([Cl:27])=[CH:23][C:22]=2[Cl:28])[O:16][C@H:13]([O:14][CH3:15])[C@:12]1([CH3:31])[OH:30].